This data is from Reaction yield outcomes from USPTO patents with 853,638 reactions. The task is: Predict the reaction yield, written as a fraction of the theoretical maximum amount of product (1.0 means a 100% yield; for example, 0.34 means a 34% yield). (1) The reactants are [Cl:1][C:2]1[CH:17]=[CH:16][C:5]([O:6][C:7]2[CH:8]=[CH:9][C:10]([N+:13]([O-])=O)=[N:11][CH:12]=2)=[CH:4][C:3]=1[N+:18]([O-])=O.Cl.C(O)C. The catalyst is O. The product is [NH2:18][C:3]1[CH:4]=[C:5]([CH:16]=[CH:17][C:2]=1[Cl:1])[O:6][C:7]1[CH:8]=[CH:9][C:10]([NH2:13])=[N:11][CH:12]=1. The yield is 0.660. (2) The reactants are [NH2:1][C:2]1[CH:7]=[C:6]([Cl:8])[CH:5]=[CH:4][C:3]=1[OH:9].[C:10]([O:14][C:15]([N:17]1[CH2:22][CH2:21][C:20](=O)[CH2:19][CH2:18]1)=[O:16])([CH3:13])([CH3:12])[CH3:11].C(O[BH-](OC(=O)C)OC(=O)C)(=O)C.[Na+].C(O)(=O)C.C([O-])(O)=O.[Na+]. The catalyst is ClCCl. The product is [C:10]([O:14][C:15]([N:17]1[CH2:22][CH2:21][CH:20]([NH:1][C:2]2[CH:7]=[C:6]([Cl:8])[CH:5]=[CH:4][C:3]=2[OH:9])[CH2:19][CH2:18]1)=[O:16])([CH3:13])([CH3:11])[CH3:12]. The yield is 0.820. (3) The reactants are C(O[C:4]([C:6]1[N:7]=[CH:8][C:9]2[C:14]([C:15]=1[OH:16])=[CH:13][CH:12]=[C:11]([NH:17][C:18]([NH:20][C:21]1[CH:26]=[CH:25][CH:24]=[CH:23][CH:22]=1)=[O:19])[CH:10]=2)=[O:5])C.[CH2:27]([C:30]([OH:32])=[O:31])[CH2:28][NH2:29].C[O-].[Na+].CO. No catalyst specified. The product is [OH:16][C:15]1[C:14]2[C:9](=[CH:10][C:11]([NH:17][C:18]([NH:20][C:21]3[CH:26]=[CH:25][CH:24]=[CH:23][CH:22]=3)=[O:19])=[CH:12][CH:13]=2)[CH:8]=[N:7][C:6]=1[C:4]([NH:29][CH2:28][CH2:27][C:30]([OH:32])=[O:31])=[O:5]. The yield is 0.570. (4) The reactants are [CH3:1][O:2][C:3](=[O:16])[C:4]1[CH:9]=[C:8]([N+:10]([O-])=O)[C:7]([OH:13])=[C:6]([F:14])[C:5]=1[F:15]. The catalyst is CO.[Pd]. The product is [CH3:1][O:2][C:3](=[O:16])[C:4]1[CH:9]=[C:8]([NH2:10])[C:7]([OH:13])=[C:6]([F:14])[C:5]=1[F:15]. The yield is 1.00. (5) The reactants are CC1C=C(N2CCN(CCOC3C=CC=CC=3)C2=O)SC=1C(O)=O.[F:25][C:26]1[CH:47]=[CH:46][C:29]([CH2:30][N:31]2[CH2:35][CH2:34][N:33]([C:36]3[S:40][C:39]([C:41]([OH:43])=O)=[C:38]([CH3:44])[CH:37]=3)[C:32]2=[O:45])=[CH:28][CH:27]=1.O.C(O)(=O)C(O)=O.C(O)(=O)C(O)=O.[CH3:61][C:62]1[C:66]([CH2:67][NH2:68])=[C:65]([CH3:69])[NH:64][N:63]=1. No catalyst specified. The product is [CH3:61][C:62]1[C:66]([CH2:67][NH:68][C:41]([C:39]2[S:40][C:36]([N:33]3[CH2:34][CH2:35][N:31]([CH2:30][C:29]4[CH:46]=[CH:47][C:26]([F:25])=[CH:27][CH:28]=4)[C:32]3=[O:45])=[CH:37][C:38]=2[CH3:44])=[O:43])=[C:65]([CH3:69])[NH:64][N:63]=1. The yield is 0.240. (6) The reactants are [NH2:1][C:2]1[N:6]([C@H:7]2[O:13][C@@H:12]([CH2:14][OH:15])[C@H:10]([OH:11])[C@@H:8]2[OH:9])[N:5]=[CH:4][C:3]=1[C:16]#[N:17].OO.C([OH:22])C. The catalyst is [OH-].[NH4+]. The product is [NH2:1][C:2]1[N:6]([C@H:7]2[O:13][C@@H:12]([CH2:14][OH:15])[C@H:10]([OH:11])[C@@H:8]2[OH:9])[N:5]=[CH:4][C:3]=1[C:16]([NH2:17])=[O:22]. The yield is 0.710. (7) The reactants are [F-].C([N+](CCCC)(CCCC)CCCC)CCC.[Si]([O:26][CH:27]1[CH2:30][N:29]([CH2:31][C@H:32]([O:43][C:44]2[N:49]=[CH:48][N:47]=[C:46]3[N:50]([C:53]4[C:58]([Cl:59])=[CH:57][CH:56]=[CH:55][N:54]=4)[N:51]=[CH:52][C:45]=23)[C:33]([NH:35][C:36]2[CH:41]=[CH:40][C:39]([Cl:42])=[CH:38][N:37]=2)=[O:34])[CH2:28]1)(C(C)(C)C)(C)C.[Cl-].[NH4+]. The catalyst is C1COCC1.C(Cl)Cl. The product is [Cl:42][C:39]1[CH:40]=[CH:41][C:36]([NH:35][C:33](=[O:34])[C@@H:32]([O:43][C:44]2[C:45]3[CH:52]=[N:51][N:50]([C:53]4[C:58]([Cl:59])=[CH:57][CH:56]=[CH:55][N:54]=4)[C:46]=3[N:47]=[CH:48][N:49]=2)[CH2:31][N:29]2[CH2:28][CH:27]([OH:26])[CH2:30]2)=[N:37][CH:38]=1. The yield is 0.570. (8) The reactants are [CH3:1][N:2]1[CH2:8][CH2:7][CH2:6][N:5]([C:9]2[CH:18]=[CH:17][C:12]([C:13]([O:15]C)=O)=[CH:11][CH:10]=2)[CH2:4][CH2:3]1.[CH3:19][O:20][C:21]1[CH:22]=[C:23]([CH2:29][CH2:30][C:31]2[CH:32]=[C:33]([NH2:36])[NH:34][N:35]=2)[CH:24]=[C:25]([O:27][CH3:28])[CH:26]=1.C[Al](C)C.C1(C)C=CC=CC=1. No catalyst specified. The product is [CH3:28][O:27][C:25]1[CH:24]=[C:23]([CH2:29][CH2:30][C:31]2[CH:32]=[C:33]([NH:36][C:13](=[O:15])[C:12]3[CH:11]=[CH:10][C:9]([N:5]4[CH2:6][CH2:7][CH2:8][N:2]([CH3:1])[CH2:3][CH2:4]4)=[CH:18][CH:17]=3)[NH:34][N:35]=2)[CH:22]=[C:21]([O:20][CH3:19])[CH:26]=1. The yield is 0.204. (9) The yield is 0.580. The reactants are Br[C:2]1[CH:3]=[C:4]([CH:9]=[CH:10][C:11]=1[C:12]([F:15])([F:14])[CH3:13])[C:5]([O:7][CH3:8])=[O:6].[O:16]1[CH2:21][CH2:20][CH:19]([O:22][CH2:23][CH2:24][O:25][C:26]2[CH:31]=[CH:30][C:29]([NH2:32])=[CH:28][CH:27]=2)[CH2:18][CH2:17]1. No catalyst specified. The product is [F:14][C:12]([C:11]1[CH:10]=[CH:9][C:4]([C:5]([O:7][CH3:8])=[O:6])=[CH:3][C:2]=1[NH:32][C:29]1[CH:30]=[CH:31][C:26]([O:25][CH2:24][CH2:23][O:22][CH:19]2[CH2:20][CH2:21][O:16][CH2:17][CH2:18]2)=[CH:27][CH:28]=1)([F:15])[CH3:13]. (10) The reactants are [C:1]([O:5][C:6]([N:8]1[CH2:13][CH2:12][CH:11]([O:14][C:15]2[CH:20]=[CH:19][C:18]([CH2:21][CH2:22][OH:23])=[CH:17][CH:16]=2)[CH2:10][CH2:9]1)=[O:7])([CH3:4])([CH3:3])[CH3:2].CC(OI1(OC(C)=O)(OC(C)=O)OC(=O)C2C=CC=CC1=2)=O. The catalyst is C(Cl)Cl. The product is [C:1]([O:5][C:6]([N:8]1[CH2:9][CH2:10][CH:11]([O:14][C:15]2[CH:16]=[CH:17][C:18]([CH2:21][CH:22]=[O:23])=[CH:19][CH:20]=2)[CH2:12][CH2:13]1)=[O:7])([CH3:4])([CH3:3])[CH3:2]. The yield is 0.350.